This data is from CYP2C9 substrate classification data from Carbon-Mangels et al.. The task is: Regression/Classification. Given a drug SMILES string, predict its absorption, distribution, metabolism, or excretion properties. Task type varies by dataset: regression for continuous measurements (e.g., permeability, clearance, half-life) or binary classification for categorical outcomes (e.g., BBB penetration, CYP inhibition). Dataset: cyp2c9_substrate_carbonmangels. (1) The drug is c1ccc(-c2ccc([C@@H](c3ccccc3)n3ccnc3)cc2)cc1. The result is 0 (non-substrate). (2) The compound is C#C[C@]1(O)CC[C@H]2[C@@H]3CCC4=CC(=O)CC[C@@H]4[C@H]3CC[C@@]21CC. The result is 0 (non-substrate). (3) The compound is CNC[C@H](O)c1ccc(O)c(O)c1. The result is 0 (non-substrate). (4) The drug is CC(C)/N=C(N)\N=C(/N)Nc1ccc(Cl)cc1. The result is 1 (substrate). (5) The drug is Cc1c(-c2cnccn2)ssc1=S. The result is 0 (non-substrate). (6) The drug is Clc1ccc(CS[C@@H](Cn2ccnc2)c2ccc(Cl)cc2Cl)cc1. The result is 0 (non-substrate).